The task is: Predict which catalyst facilitates the given reaction.. This data is from Catalyst prediction with 721,799 reactions and 888 catalyst types from USPTO. (1) Reactant: C([O:5][C:6](=[O:30])[CH2:7][N:8]1[C:12]2=[N:13][C:14]([NH:17]CC3C=CC(OC)=CC=3)=[CH:15][CH:16]=[C:11]2[C:10]([C:27](=[O:29])[CH3:28])=[CH:9]1)(C)(C)C.[C:31]([OH:37])([C:33]([F:36])([F:35])[F:34])=[O:32]. Product: [F:34][C:33]([F:36])([F:35])[C:31]([OH:37])=[O:32].[C:27]([C:10]1[C:11]2[C:12](=[N:13][C:14]([NH2:17])=[CH:15][CH:16]=2)[N:8]([CH2:7][C:6]([OH:30])=[O:5])[CH:9]=1)(=[O:29])[CH3:28]. The catalyst class is: 2. (2) Reactant: [F:1][C:2]1[CH:7]=[CH:6][CH:5]=[C:4]([F:8])[C:3]=1[C:9]1[N:14]=[C:13]([C:15]([NH:17][C:18]2[CH:19]=[N:20][CH:21]=[CH:22][C:23]=2[C@H:24]2[CH2:29][C@@H:28]([NH:30][C:31](=[O:37])[O:32][C:33]([CH3:36])([CH3:35])[CH3:34])[C@@H:27]([S:38][CH3:39])[C@@H:26]([CH3:40])[CH2:25]2)=[O:16])[CH:12]=[CH:11][C:10]=1[F:41].C1C=C(Cl)C=C(C(OO)=[O:50])C=1.C1CCCCC=1. Product: [F:1][C:2]1[CH:7]=[CH:6][CH:5]=[C:4]([F:8])[C:3]=1[C:9]1[N:14]=[C:13]([C:15]([NH:17][C:18]2[CH:19]=[N:20][CH:21]=[CH:22][C:23]=2[C@H:24]2[CH2:29][C@@H:28]([NH:30][C:31](=[O:37])[O:32][C:33]([CH3:35])([CH3:36])[CH3:34])[C@@H:27]([S@@:38]([CH3:39])=[O:50])[C@@H:26]([CH3:40])[CH2:25]2)=[O:16])[CH:12]=[CH:11][C:10]=1[F:41]. The catalyst class is: 2. (3) Reactant: C([S:4][CH2:5][CH2:6][C:7]1[CH:17]=[CH:16][C:10]([C:11]([O:13][CH2:14][CH3:15])=[O:12])=[CH:9][CH:8]=1)(=O)C.C(=O)([O-])[O-].[K+].[K+]. Product: [SH:4][CH2:5][CH2:6][C:7]1[CH:17]=[CH:16][C:10]([C:11]([O:13][CH2:14][CH3:15])=[O:12])=[CH:9][CH:8]=1. The catalyst class is: 8. (4) Reactant: [CH3:1][O:2][C:3]1[CH:10]=[CH:9][C:6]([CH:7]=[O:8])=[C:5]([O:11][CH2:12][C:13]2[CH:18]=[C:17]([O:19][CH2:20][CH2:21][CH2:22][CH2:23][CH2:24][CH2:25][CH2:26][CH2:27][CH2:28][CH2:29][CH2:30][CH2:31][CH2:32][CH2:33][CH2:34][CH2:35][CH2:36][CH3:37])[C:16]([O:38][CH2:39][CH2:40][CH2:41][CH2:42][CH2:43][CH2:44][CH2:45][CH2:46][CH2:47][CH2:48][CH2:49][CH2:50][CH2:51][CH2:52][CH2:53][CH2:54][CH2:55][CH3:56])=[C:15]([O:57][CH2:58][CH2:59][CH2:60][CH2:61][CH2:62][CH2:63][CH2:64][CH2:65][CH2:66][CH2:67][CH2:68][CH2:69][CH2:70][CH2:71][CH2:72][CH2:73][CH2:74][CH3:75])[CH:14]=2)[CH:4]=1.[BH4-].[Na+].Cl. Product: [CH3:1][O:2][C:3]1[CH:10]=[CH:9][C:6]([CH2:7][OH:8])=[C:5]([O:11][CH2:12][C:13]2[CH:18]=[C:17]([O:19][CH2:20][CH2:21][CH2:22][CH2:23][CH2:24][CH2:25][CH2:26][CH2:27][CH2:28][CH2:29][CH2:30][CH2:31][CH2:32][CH2:33][CH2:34][CH2:35][CH2:36][CH3:37])[C:16]([O:38][CH2:39][CH2:40][CH2:41][CH2:42][CH2:43][CH2:44][CH2:45][CH2:46][CH2:47][CH2:48][CH2:49][CH2:50][CH2:51][CH2:52][CH2:53][CH2:54][CH2:55][CH3:56])=[C:15]([O:57][CH2:58][CH2:59][CH2:60][CH2:61][CH2:62][CH2:63][CH2:64][CH2:65][CH2:66][CH2:67][CH2:68][CH2:69][CH2:70][CH2:71][CH2:72][CH2:73][CH2:74][CH3:75])[CH:14]=2)[CH:4]=1. The catalyst class is: 36. (5) Reactant: BrC[C:3]1[CH:8]=[CH:7][C:6]([CH:9]([CH2:11][CH2:12][CH2:13][CH2:14][CH2:15][CH2:16][CH2:17][CH2:18][CH2:19][CH2:20][CH3:21])C)=[CH:5][CH:4]=1.[C:22]([O-:25])(=O)[CH3:23].[Na+].C(O)(=O)C.[OH-].[K+]. Product: [OH:25][CH2:22][C:23]1[CH:7]=[CH:8][CH:3]=[CH:4][C:5]=1[CH2:6][CH2:9][CH2:11][CH2:12][CH2:13][CH2:14][CH2:15][CH2:16][CH2:17][CH2:18][CH2:19][CH2:20][CH3:21]. The catalyst class is: 6. (6) Reactant: [C:1]([O:5][C:6](=[O:23])[CH2:7][N:8]1[C:12]([C:13]([O:15][CH2:16][CH3:17])=[O:14])=[C:11]2[C@H:18]3[CH2:22][C@H:19]3[CH:20]([OH:21])[C:10]2=[N:9]1)([CH3:4])([CH3:3])[CH3:2].CC(OI1(OC(C)=O)(OC(C)=O)OC(=O)C2C=CC=CC1=2)=O. Product: [C:1]([O:5][C:6](=[O:23])[CH2:7][N:8]1[C:12]([C:13]([O:15][CH2:16][CH3:17])=[O:14])=[C:11]2[C@H:18]3[CH2:22][C@H:19]3[C:20](=[O:21])[C:10]2=[N:9]1)([CH3:2])([CH3:3])[CH3:4]. The catalyst class is: 2. (7) The catalyst class is: 25. Product: [C:7]1([C:1]2[CH:6]=[CH:5][CH:4]=[CH:3][CH:2]=2)[CH:14]=[CH:13][C:10]([CH:11]=[N:19][NH:18][C:20]2[N:25]([CH2:26][C:27]3[CH:32]=[CH:31][C:30]([O:33][CH3:34])=[CH:29][CH:28]=3)[C:24](=[O:35])[N:23]([CH3:36])[C:22](=[O:37])[CH:21]=2)=[CH:9][CH:8]=1. Reactant: [C:1]1([C:7]2[CH:14]=[CH:13][C:10]([CH:11]=O)=[CH:9][CH:8]=2)[CH:6]=[CH:5][CH:4]=[CH:3][CH:2]=1.C(=O)=O.[NH:18]([C:20]1[N:25]([CH2:26][C:27]2[CH:32]=[CH:31][C:30]([O:33][CH3:34])=[CH:29][CH:28]=2)[C:24](=[O:35])[N:23]([CH3:36])[C:22](=[O:37])[CH:21]=1)[NH2:19]. (8) The catalyst class is: 2. Product: [Cl:1][CH2:2][C:3]1[CH:4]=[CH:5][C:6]2[S:11][C:10]3[N:12]=[CH:13][CH:14]=[N:15][C:9]=3[NH:8][C:7]=2[CH:19]=1. Reactant: [Cl:1][CH2:2][C:3]1[CH:4]=[CH:5][C:6]2[S:11][C:10]3[N:12]=[CH:13][CH:14]=[N:15][C:9]=3[N:8](COC)[C:7]=2[CH:19]=1.FC(F)(F)C(O)=O.C(=O)([O-])O.[Na+]. (9) Reactant: [CH3:1][NH:2][C:3]1[C:8]([NH2:9])=[CH:7][CH:6]=[CH:5][N:4]=1.C1N=CN([C:15](N2C=NC=C2)=[O:16])C=1. Product: [CH3:1][N:2]1[C:3]2=[N:4][CH:5]=[CH:6][CH:7]=[C:8]2[NH:9][C:15]1=[O:16]. The catalyst class is: 1.